The task is: Predict the reactants needed to synthesize the given product.. This data is from Full USPTO retrosynthesis dataset with 1.9M reactions from patents (1976-2016). (1) Given the product [CH:2]([N:5]1[CH:9]=[C:8]([C:10]2[N:15]=[C:14]([C:16]3[CH:17]=[N:18][N:19]([C:21]4([CH2:25][C:26]#[N:27])[CH2:22][N:23]([CH2:46][C:47]([F:50])([F:49])[F:48])[CH2:24]4)[CH:20]=3)[N:13]3[CH:28]=[CH:29][N:30]=[C:12]3[CH:11]=2)[CH:7]=[N:6]1)([CH3:4])[CH3:3], predict the reactants needed to synthesize it. The reactants are: Cl.[CH:2]([N:5]1[CH:9]=[C:8]([C:10]2[N:15]=[C:14]([C:16]3[CH:17]=[N:18][N:19]([C:21]4([CH2:25][C:26]#[N:27])[CH2:24][NH:23][CH2:22]4)[CH:20]=3)[N:13]3[CH:28]=[CH:29][N:30]=[C:12]3[CH:11]=2)[CH:7]=[N:6]1)([CH3:4])[CH3:3].C(#N)C.C(=O)([O-])[O-].[K+].[K+].FC(F)(F)S(O[CH2:46][C:47]([F:50])([F:49])[F:48])(=O)=O. (2) Given the product [CH3:33][C:29]1[N:30]=[C:31]([O:25][C:22]2[CH:23]=[CH:24][C:19]([NH2:18])=[CH:20][CH:21]=2)[CH:32]=[CH:27][N:28]=1, predict the reactants needed to synthesize it. The reactants are: NC1C=C(C=CC=1)OC1C=CN=C(C(N)=O)C=1.[NH2:18][C:19]1[CH:24]=[CH:23][C:22]([OH:25])=[CH:21][CH:20]=1.Cl[C:27]1[CH:32]=[CH:31][N:30]=[C:29]([CH3:33])[N:28]=1. (3) Given the product [F:12][C:9]1[CH:10]=[N:11][C:2]([CH3:13])=[C:3]([CH:8]=1)[C:4]([O:6][CH3:7])=[O:5], predict the reactants needed to synthesize it. The reactants are: Cl[C:2]1[N:11]=[CH:10][C:9]([F:12])=[CH:8][C:3]=1[C:4]([O:6][CH3:7])=[O:5].[CH3:13]B(O)O.C(=O)([O-])[O-].[K+].[K+]. (4) Given the product [O:1]1[C:5]2[CH:6]=[CH:7][C:8]([NH:10][C:11]([NH:20][C:21]3[C:30]4[CH2:29][CH:28]([OH:31])[CH2:27][CH2:26][C:25]=4[CH:24]=[CH:23][CH:22]=3)=[O:19])=[CH:9][C:4]=2[O:3][CH2:2]1, predict the reactants needed to synthesize it. The reactants are: [O:1]1[C:5]2[CH:6]=[CH:7][C:8]([NH:10][C:11](=[O:19])OC3C=CC=CC=3)=[CH:9][C:4]=2[O:3][CH2:2]1.[NH2:20][C:21]1[CH:22]=[CH:23][CH:24]=[C:25]2[C:30]=1[CH2:29][CH:28]([OH:31])[CH2:27][CH2:26]2. (5) Given the product [CH3:16][C:15]([C:18]1[O:22][N:21]=[C:20]([NH2:23])[CH:19]=1)([CH3:17])[CH2:14][N:24]1[CH2:29][CH2:28][O:27][CH2:26][CH2:25]1, predict the reactants needed to synthesize it. The reactants are: [N+](C1C=CC(S(O[CH2:14][C:15]([C:18]2[O:22][N:21]=[C:20]([NH2:23])[CH:19]=2)([CH3:17])[CH3:16])(=O)=O)=CC=1)([O-])=O.[NH:24]1[CH2:29][CH2:28][O:27][CH2:26][CH2:25]1.C1CCN2C(=NCCC2)CC1. (6) Given the product [NH:1]1[C:9]2[C:4](=[CH:5][CH:6]=[CH:7][CH:8]=2)[C:3]([CH2:10][CH2:11][NH:12][C:16](=[O:17])[CH2:15][C:13]#[N:14])=[CH:2]1, predict the reactants needed to synthesize it. The reactants are: [NH:1]1[C:9]2[C:4](=[CH:5][CH:6]=[CH:7][CH:8]=2)[C:3]([CH2:10][CH2:11][NH2:12])=[CH:2]1.[C:13]([CH2:15][C:16]([O-])=[O:17])#[N:14].CCN=C=NCCCN(C)C.C1C=CC2N(O)N=NC=2C=1.CCN(CC)CC. (7) Given the product [C:1]([O:5][C:6]([N:8]1[CH2:12][CH2:11][CH2:10][C@H:9]1[CH2:13][N:14]([C:15]1[CH:16]=[C:17]([C:21]2[CH:22]=[CH:23][CH:24]=[CH:25][CH:26]=2)[CH:18]=[CH:19][CH:20]=1)[C:32](=[O:33])[C:31]1[CH:35]=[CH:36][C:37]([O:38][CH3:39])=[C:29]([O:28][CH3:27])[CH:30]=1)=[O:7])([CH3:4])([CH3:2])[CH3:3], predict the reactants needed to synthesize it. The reactants are: [C:1]([O:5][C:6]([N:8]1[CH2:12][CH2:11][CH2:10][C@H:9]1[CH2:13][NH:14][C:15]1[CH:16]=[C:17]([C:21]2[CH:26]=[CH:25][CH:24]=[CH:23][CH:22]=2)[CH:18]=[CH:19][CH:20]=1)=[O:7])([CH3:4])([CH3:3])[CH3:2].[CH3:27][O:28][C:29]1[CH:30]=[C:31]([CH:35]=[CH:36][C:37]=1[O:38][CH3:39])[C:32](Cl)=[O:33].C(N(CC)CC)C.C(O)(C(F)(F)F)=O. (8) Given the product [NH2:13][C:14]1[C:23]2[C:18](=[C:19]([C:6]3[CH:5]=[C:4]4[C:9](=[CH:8][CH:7]=3)[NH:1][N:2]=[CH:3]4)[C:20]([CH3:25])=[CH:21][C:22]=2[F:24])[N:17]=[N:16][C:15]=1[C:27]([NH2:29])=[O:28], predict the reactants needed to synthesize it. The reactants are: [NH:1]1[C:9]2[C:4](=[CH:5][C:6](B(O)O)=[CH:7][CH:8]=2)[CH:3]=[N:2]1.[NH2:13][C:14]1[C:23]2[C:18](=[C:19](Br)[C:20]([CH3:25])=[CH:21][C:22]=2[F:24])[N:17]=[N:16][C:15]=1[C:27]([NH2:29])=[O:28]. (9) Given the product [CH2:9]1[C:10]2[C:6](=[CH:5][C:4]([CH:1]([NH:13][CH2:14][C:15]3[CH:20]=[CH:19][CH:18]=[CH:17][N:16]=3)[CH3:2])=[CH:12][CH:11]=2)[CH2:7][CH2:8]1, predict the reactants needed to synthesize it. The reactants are: [C:1]([C:4]1[CH:5]=[C:6]2[C:10](=[CH:11][CH:12]=1)[CH2:9][CH2:8][CH2:7]2)(=O)[CH3:2].[NH2:13][CH2:14][C:15]1[CH:20]=[CH:19][CH:18]=[CH:17][N:16]=1.